This data is from Peptide-MHC class I binding affinity with 185,985 pairs from IEDB/IMGT. The task is: Regression. Given a peptide amino acid sequence and an MHC pseudo amino acid sequence, predict their binding affinity value. This is MHC class I binding data. (1) The peptide sequence is TFQLLNMIK. The MHC is HLA-A31:01 with pseudo-sequence HLA-A31:01. The binding affinity (normalized) is 0.465. (2) The peptide sequence is LGEGHGAGGW. The MHC is Mamu-B17 with pseudo-sequence Mamu-B17. The binding affinity (normalized) is 0.469.